Dataset: Forward reaction prediction with 1.9M reactions from USPTO patents (1976-2016). Task: Predict the product of the given reaction. (1) Given the reactants [C:1]([NH:5][S:6]([C:9]1[C:10]([Cl:42])=[CH:11][C:12]([O:39][CH2:40][CH3:41])=[C:13]([C:15]2[N:16]([C:36](Cl)=[O:37])[C:17]([C:29]3[CH:34]=[CH:33][C:32]([Cl:35])=[CH:31][CH:30]=3)([CH3:28])[C:18]([C:21]3[CH:26]=[CH:25][C:24]([Cl:27])=[CH:23][CH:22]=3)([CH3:20])[N:19]=2)[CH:14]=1)(=[O:8])=[O:7])([CH3:4])([CH3:3])[CH3:2].[CH3:43][N:44]1[CH2:49][CH2:48][N:47]([C:50](=[O:58])[CH2:51][N:52]2[CH2:57][CH2:56][NH:55][CH2:54][CH2:53]2)[CH2:46][CH2:45]1, predict the reaction product. The product is: [Cl:27][C:24]1[CH:23]=[CH:22][C:21]([C@@:18]2([CH3:20])[C@:17]([C:29]3[CH:30]=[CH:31][C:32]([Cl:35])=[CH:33][CH:34]=3)([CH3:28])[N:16]([C:36]([N:55]3[CH2:56][CH2:57][N:52]([CH2:51][C:50]([N:47]4[CH2:46][CH2:45][N:44]([CH3:43])[CH2:49][CH2:48]4)=[O:58])[CH2:53][CH2:54]3)=[O:37])[C:15]([C:13]3[C:12]([O:39][CH2:40][CH3:41])=[CH:11][C:10]([Cl:42])=[C:9]([S:6]([NH:5][C:1]([CH3:4])([CH3:2])[CH3:3])(=[O:7])=[O:8])[CH:14]=3)=[N:19]2)=[CH:26][CH:25]=1. (2) Given the reactants [C:1]([O:5][C:6]([N:8]1[CH2:13][CH2:12][C:11]2[N:14]([CH3:46])[C:15]([C:17]3[C:22]([C:23]#[C:24][C:25]4[CH:30]=[CH:29][CH:28]=[C:27]([NH:31][C:32]([NH:34][C:35]5[CH:40]=[CH:39][C:38]([C:41]([F:44])([F:43])[F:42])=[CH:37][CH:36]=5)=[O:33])[CH:26]=4)=[CH:21][N:20]=[C:19]([NH2:45])[N:18]=3)=[CH:16][C:10]=2[C:9]1=[O:47])=[O:7])([CH3:4])([CH3:3])[CH3:2].[N:48]1[CH:53]=[CH:52][C:51]([CH:54]=O)=[CH:50][CH:49]=1.C(O)(C(F)(F)F)=O.[BH-](OC(C)=O)(OC(C)=O)OC(C)=O.[Na+].O.[OH-].[Na+], predict the reaction product. The product is: [C:1]([O:5][C:6]([N:8]1[CH2:13][CH2:12][C:11]2[N:14]([CH3:46])[C:15]([C:17]3[C:22]([C:23]#[C:24][C:25]4[CH:30]=[CH:29][CH:28]=[C:27]([NH:31][C:32]([NH:34][C:35]5[CH:40]=[CH:39][C:38]([C:41]([F:42])([F:44])[F:43])=[CH:37][CH:36]=5)=[O:33])[CH:26]=4)=[CH:21][N:20]=[C:19]([NH:45][CH2:54][C:51]4[CH:52]=[CH:53][N:48]=[CH:49][CH:50]=4)[N:18]=3)=[CH:16][C:10]=2[C:9]1=[O:47])=[O:7])([CH3:4])([CH3:3])[CH3:2]. (3) Given the reactants [CH2:1]([C:3]1[NH:8][CH:7]=[C:6]([CH:9]([N:14]2[CH2:19][CH2:18][N:17](C(OCC3C=CC=CC=3)=O)[CH2:16][CH2:15]2)[C:10]([F:13])([F:12])[F:11])[C:5](=[O:30])[C:4]=1[OH:31])[CH3:2], predict the reaction product. The product is: [CH2:1]([C:3]1[NH:8][CH:7]=[C:6]([CH:9]([N:14]2[CH2:15][CH2:16][NH:17][CH2:18][CH2:19]2)[C:10]([F:13])([F:12])[F:11])[C:5](=[O:30])[C:4]=1[OH:31])[CH3:2]. (4) Given the reactants [F:1][C:2]1[CH:7]=[CH:6][C:5]([C:8]#[C:9][C@:10]2([OH:17])[CH2:14][CH2:13][N:12]([CH3:15])[C:11]2=[O:16])=[CH:4][C:3]=1[C:18]1[N:23]=[C:22]([C:24]([O:26]CC)=O)[C:21]([NH:29][CH2:30][CH2:31][O:32][CH3:33])=[CH:20][N:19]=1.[NH3:34], predict the reaction product. The product is: [F:1][C:2]1[CH:7]=[CH:6][C:5]([C:8]#[C:9][C@:10]2([OH:17])[CH2:14][CH2:13][N:12]([CH3:15])[C:11]2=[O:16])=[CH:4][C:3]=1[C:18]1[N:23]=[C:22]([C:24]([NH2:34])=[O:26])[C:21]([NH:29][CH2:30][CH2:31][O:32][CH3:33])=[CH:20][N:19]=1. (5) Given the reactants C(O)(=O)C.[CH:5]([N:7]([CH2:20][C:21](=O)[CH3:22])[C:8]1[CH:17]=[CH:16][C:11]([C:12]([O:14][CH3:15])=[O:13])=[CH:10][C:9]=1[O:18][CH3:19])=O.C([O-])(=O)C.[NH4+:28].N, predict the reaction product. The product is: [CH3:19][O:18][C:9]1[CH:10]=[C:11]([CH:16]=[CH:17][C:8]=1[N:7]1[CH:20]=[C:21]([CH3:22])[N:28]=[CH:5]1)[C:12]([O:14][CH3:15])=[O:13]. (6) Given the reactants [F:1][C:2]([C:5]1[N:9]([C:10]2[CH:11]=[C:12]([CH:16]=[C:17]([C:19]3[CH:24]=[CH:23][C:22]([CH3:25])=[CH:21][N:20]=3)[CH:18]=2)[C:13](O)=[O:14])[N:8]=[N:7][N:6]=1)([F:4])[CH3:3].[NH2:26][C@H:27]([CH3:30])[CH2:28][OH:29], predict the reaction product. The product is: [F:1][C:2]([C:5]1[N:9]([C:10]2[CH:11]=[C:12]([CH:16]=[C:17]([C:19]3[CH:24]=[CH:23][C:22]([CH3:25])=[CH:21][N:20]=3)[CH:18]=2)[C:13]([NH:26][C@@H:27]([CH3:30])[CH2:28][OH:29])=[O:14])[N:8]=[N:7][N:6]=1)([F:4])[CH3:3].